This data is from Drug-target binding data from BindingDB using IC50 measurements. The task is: Regression. Given a target protein amino acid sequence and a drug SMILES string, predict the binding affinity score between them. We predict pIC50 (pIC50 = -log10(IC50 in M); higher means more potent). Dataset: bindingdb_ic50. (1) The compound is CCOc1cccc(-c2ccc(CN([C@@H](C)C(=O)N[C@H](C#N)CC(N)=O)S(C)(=O)=O)cc2)c1. The target protein (Q99538) has sequence MVWKVAVFLSVALGIGAVPIDDPEDGGKHWVVIVAGSNGWYNYRHQADACHAYQIIHRNGIPDEQIVVMMYDDIAYSEDNPTPGIVINRPNGTDVYQGVPKDYTGEDVTPQNFLAVLRGDAEAVKGIGSGKVLKSGPQDHVFIYFTDHGSTGILVFPNEDLHVKDLNETIHYMYKHKMYRKMVFYIEACESGSMMNHLPDNINVYATTAANPRESSYACYYDEKRSTYLGDWYSVNWMEDSDVEDLTKETLHKQYHLVKSHTNTSHVMQYGNKTISTMKVMQFQGMKRKASSPVPLPPVTHLDLTPSPDVPLTIMKRKLMNTNDLEESRQLTEEIQRHLDARHLIEKSVRKIVSLLAASEAEVEQLLSERAPLTGHSCYPEALLHFRTHCFNWHSPTYEYALRHLYVLVNLCEKPYPLHRIKLSMDHVCLGHY. The pIC50 is 6.2. (2) The drug is CC[C@H](C)[C@@H]1NC(=O)[C@@H](NC(=O)[C@H](CO)NC(=O)[C@@H](N)CCCNC(=N)N)CSSC[C@@H](C(=O)O)NC(=O)[C@H]([C@@H](C)O)NC(=O)CNC(=O)[C@@H]2CSSC[C@@H]3NC(=O)[C@H](CCC(N)=O)NC(=O)[C@H](Cc4ccccc4)NC(=O)[C@H](C)NC(=O)[C@H]([C@@H](C)O)NC(=O)[C@H](CSSC[C@H](NC(=O)[C@H](Cc4ccccc4)NC(=O)[C@H](CO)NC(=O)[C@H](CC(C)C)NC(=O)[C@H](CCCNC(=N)N)NC(=O)[C@H](Cc4ccc(O)cc4)NC(=O)[C@H](CCCCN)NC(=O)[C@H](CCSC)NC(=O)[C@H](CCC(=O)O)NC(=O)[C@H](Cc4cnc[nH]4)NC(=O)[C@H](CCCCN)NC3=O)C(=O)N[C@@H](CCCNC(=N)N)C(=O)N[C@@H](CCCCN)C(=O)N[C@@H]([C@@H](C)O)C(=O)N2)NC(=O)[C@H](CCCNC(=N)N)NC(=O)[C@H](CO)NC(=O)[C@H](CCCCN)NC(=O)[C@@H]2CCCN2C(=O)[C@H]([C@@H](C)CC)NC(=O)[C@H]([C@@H](C)O)NC(=O)[C@H](CC(=O)O)NC1=O. The target protein (P22001) has sequence MDERLSLLRSPPPPSARHRAHPPQRPASSGGAHTLVNHGYAEPAAGRELPPDMTVVPGDHLLEPEVADGGGAPPQGGCGGGGCDRYEPLPPSLPAAGEQDCCGERVVINISGLRFETQLKTLCQFPETLLGDPKRRMRYFDPLRNEYFFDRNRPSFDAILYYYQSGGRIRRPVNVPIDIFSEEIRFYQLGEEAMEKFREDEGFLREEERPLPRRDFQRQVWLLFEYPESSGPARGIAIVSVLVILISIVIFCLETLPEFRDEKDYPASTSQDSFEAAGNSTSGSRAGASSFSDPFFVVETLCIIWFSFELLVRFFACPSKATFSRNIMNLIDIVAIIPYFITLGTELAERQGNGQQAMSLAILRVIRLVRVFRIFKLSRHSKGLQILGQTLKASMRELGLLIFFLFIGVILFSSAVYFAEADDPTSGFSSIPDAFWWAVVTMTTVGYGDMHPVTIGGKIVGSLCAIAGVLTIALPVPVIVSNFNYFYHRETEGEEQSQYM.... The pIC50 is 5.5. (3) The pIC50 is 5.5. The small molecule is COC1=C(C=NN=C(N)N)CCc2ccccc21. The target protein (P03373) has sequence REEQVTSEQAKFWLGLGGGRVSPPGPECIEKPATERRIDKGEEMGETTVQRDAKMAPEKMATPKTVGTSCYQCGTATGCNCVTASAPPPPYVGSGLYPSLAGAGEQGQGGDTPRGAEQPRAEPGHAGQAPGPALTDWARIREELASTGPPVVAMPVVIKTEGPAWTPLEPEDTRWLDGKHKRKSSQCLVKSSMSGYIPSCLDKDEQCVVCGDKATGYHYRCITCEGCKSFFRRTIQKNLHPTYSCTYDGCCVIDKITRNQCQLCRFKKCISVGMAMDLVLDDSKRVAKRKLIEENRERRRKEEMIKSLQHRPSPSAEEWELIHVVTEAHRSTNAQGSHWKQRRKFLLEDIGQSPMASMLDGDKVDLEAFSEFTKIITPAITRVVDFAKNLPMFSELPCEDQIILLKGCCMEIMSLRAAVRYDPESETLTLSGEMAVKREQLKNGGLGVVSDAIFDLGKSLSAFNLDDTEVALLQAVLLMSSDRTGLICVDKIEKCQESYL....